From a dataset of Reaction yield outcomes from USPTO patents with 853,638 reactions. Predict the reaction yield, written as a fraction of the theoretical maximum amount of product (1.0 means a 100% yield; for example, 0.34 means a 34% yield). The reactants are [CH:1]([N:4]1[C:12]2[C:7](=[CH:8][CH:9]=[CH:10][CH:11]=2)[C:6]([C:13]([NH:15][C@@H:16]2[CH2:20][N:19]([C:21]([O:23][C:24]([CH3:27])([CH3:26])[CH3:25])=[O:22])[C@H:18]([CH2:28]OS(C)(=O)=O)[CH2:17]2)=[O:14])=[N:5]1)([CH3:3])[CH3:2].[CH3:34][NH2:35].C(=O)([O-])O.[Na+]. The catalyst is O1CCCC1. The product is [CH:1]([N:4]1[C:12]2[C:7](=[CH:8][CH:9]=[CH:10][CH:11]=2)[C:6]([C:13]([NH:15][C@@H:16]2[CH2:20][N:19]([C:21]([O:23][C:24]([CH3:26])([CH3:25])[CH3:27])=[O:22])[C@H:18]([CH2:28][NH:35][CH3:34])[CH2:17]2)=[O:14])=[N:5]1)([CH3:2])[CH3:3]. The yield is 0.390.